Task: Predict the product of the given reaction.. Dataset: Forward reaction prediction with 1.9M reactions from USPTO patents (1976-2016) (1) Given the reactants [CH3:1][C:2]([CH3:25])([CH2:18][C:19]1([CH3:24])[O:23][CH2:22][CH2:21][O:20]1)[CH2:3][N:4]1[C:16]2[C:15]3[CH:14]=[CH:13][CH:12]=[CH:11][C:10]=3[N:9]=[CH:8][C:7]=2[N:6]=[C:5]1[CH3:17].C1C=C(Cl)C=C(C(OO)=[O:34])C=1, predict the reaction product. The product is: [CH3:1][C:2]([CH3:25])([CH2:18][C:19]1([CH3:24])[O:23][CH2:22][CH2:21][O:20]1)[CH2:3][N:4]1[C:16]2[C:15]3[CH:14]=[CH:13][CH:12]=[CH:11][C:10]=3[N+:9]([O-:34])=[CH:8][C:7]=2[N:6]=[C:5]1[CH3:17]. (2) Given the reactants [O:1]=[S:2]1(=[O:19])[CH2:7][CH2:6][N:5]2[CH:8]=[CH:9][CH:10]=[C:11]([C:12]3[CH:17]=[CH:16][C:15]([OH:18])=[CH:14][CH:13]=3)[C:4]2=[N:3]1.C(=O)([O-])[O-].[K+].[K+].Br[CH:27]1[CH2:30][CH2:29][CH2:28]1.[OH-].[Na+], predict the reaction product. The product is: [CH:27]1([O:18][C:15]2[CH:16]=[CH:17][C:12]([C:11]3[C:4]4=[N:3][S:2](=[O:1])(=[O:19])[CH2:7][CH2:6][N:5]4[CH:8]=[CH:9][CH:10]=3)=[CH:13][CH:14]=2)[CH2:30][CH2:29][CH2:28]1. (3) Given the reactants Br[C:2]1(Br)[C:10]2[C:5](=[N:6][CH:7]=[CH:8][C:9]=2[Cl:11])[NH:4][C:3]1=[O:12], predict the reaction product. The product is: [Cl:11][C:9]1[CH:8]=[CH:7][N:6]=[C:5]2[NH:4][C:3](=[O:12])[CH2:2][C:10]=12.